Dataset: Reaction yield outcomes from USPTO patents with 853,638 reactions. Task: Predict the reaction yield, written as a fraction of the theoretical maximum amount of product (1.0 means a 100% yield; for example, 0.34 means a 34% yield). (1) The product is [ClH:21].[F:1]/[C:2](/[CH2:13][O:14][C:15]1[CH:20]=[CH:19][CH:18]=[CH:17][CH:16]=1)=[CH:3]/[CH2:4][NH2:5]. The reactants are [F:1]/[C:2](/[CH2:13][O:14][C:15]1[CH:20]=[CH:19][CH:18]=[CH:17][CH:16]=1)=[CH:3]/[CH2:4][NH:5]C(=O)OC(C)(C)C.[ClH:21]. The catalyst is C(OCC)C. The yield is 0.460. (2) The reactants are [Cl:1][C:2]1[CH:7]=[C:6]([Cl:8])[CH:5]=[CH:4][C:3]=1[C:9]1[N:10]=[C:11](/[CH:16]=[CH:17]/[C:18]2[CH:23]=[CH:22][C:21]([C:24]3[CH:29]=[CH:28][C:27]([OH:30])=[CH:26][CH:25]=3)=[CH:20][CH:19]=2)[N:12]([CH2:14][CH3:15])[CH:13]=1.Br[CH2:32][C:33]([O:35]C)=[O:34]. The product is [Cl:1][C:2]1[CH:7]=[C:6]([Cl:8])[CH:5]=[CH:4][C:3]=1[C:9]1[N:10]=[C:11](/[CH:16]=[CH:17]/[C:18]2[CH:23]=[CH:22][C:21]([C:24]3[CH:25]=[CH:26][C:27]([O:30][CH2:32][C:33]([OH:35])=[O:34])=[CH:28][CH:29]=3)=[CH:20][CH:19]=2)[N:12]([CH2:14][CH3:15])[CH:13]=1. The yield is 0.470. No catalyst specified.